From a dataset of Catalyst prediction with 721,799 reactions and 888 catalyst types from USPTO. Predict which catalyst facilitates the given reaction. (1) Reactant: [NH2:1][C:2]1[CH:10]=[C:9]([F:11])[CH:8]=[CH:7][C:3]=1[C:4]([OH:6])=O.C1N=CN(C(N2C=NC=C2)=O)C=1.Cl.[NH2:25][CH:26]1[CH2:31][CH2:30][C:29](=[O:32])[NH:28][C:27]1=[O:33].C(=O)([O-])O.[Na+]. Product: [NH2:1][C:2]1[CH:10]=[C:9]([F:11])[CH:8]=[CH:7][C:3]=1[C:4]([NH:25][CH:26]1[CH2:31][CH2:30][C:29](=[O:32])[NH:28][C:27]1=[O:33])=[O:6]. The catalyst class is: 10. (2) Reactant: [F:1][C:2]1[CH:11]=[CH:10][CH:9]=[C:8]2[C:3]=1[C:4]([CH2:21][C:22]([NH2:24])=[O:23])=[N:5][C:6]([N:12]1[CH2:17][CH2:16][N:15]3[CH2:18][CH2:19][CH2:20][C@@H:14]3[CH2:13]1)=[N:7]2.C[O:26][C:27](=O)[C:28]([C:30]1[C:31]2[CH:44]=[CH:43][S:42][C:32]=2[N:33](C(OC(C)(C)C)=O)[CH:34]=1)=O.O(C(C)(C)C)[K].O. Product: [F:1][C:2]1[CH:11]=[CH:10][CH:9]=[C:8]2[C:3]=1[C:4]([C:21]1[C:22](=[O:23])[NH:24][C:27](=[O:26])[C:28]=1[C:30]1[C:31]3[CH:44]=[CH:43][S:42][C:32]=3[NH:33][CH:34]=1)=[N:5][C:6]([N:12]1[CH2:17][CH2:16][N:15]3[CH2:18][CH2:19][CH2:20][C@@H:14]3[CH2:13]1)=[N:7]2. The catalyst class is: 49. (3) Reactant: Br[C:2]1[CH:3]=[C:4]([F:8])[CH:5]=[CH:6][CH:7]=1.C([Li])(C)(C)C.[C:14](#N)[C:15]1[C:16](=[CH:18][CH:19]=[CH:20][CH:21]=1)[NH2:17].Cl.C1C[O:27]CC1. Product: [NH2:17][C:16]1[CH:18]=[CH:19][CH:20]=[CH:21][C:15]=1[C:14]([C:2]1[CH:7]=[CH:6][CH:5]=[C:4]([F:8])[CH:3]=1)=[O:27]. The catalyst class is: 13.